Dataset: Full USPTO retrosynthesis dataset with 1.9M reactions from patents (1976-2016). Task: Predict the reactants needed to synthesize the given product. (1) Given the product [CH3:23][O:20][C:19](=[O:21])[C:18]1[CH:22]=[C:14]([C:10]2[CH:11]=[N:12][C:13]3[N:4]([C:1](=[O:3])[NH2:2])[CH2:5][CH2:6][CH2:7][C:8]=3[CH:9]=2)[CH:15]=[N:16][CH:17]=1, predict the reactants needed to synthesize it. The reactants are: [C:1]([N:4]1[C:13]2[N:12]=[CH:11][C:10]([C:14]3[CH:15]=[N:16][CH:17]=[C:18]([CH:22]=3)[C:19]([OH:21])=[O:20])=[CH:9][C:8]=2[CH2:7][CH2:6][CH2:5]1)(=[O:3])[NH2:2].[CH3:23][Si](C=[N+]=[N-])(C)C. (2) Given the product [CH3:22][S:23]([O:1][CH:2]([C:8]1[S:9][CH:10]=[CH:11][CH:12]=1)[C:3]([O:5][CH2:6][CH3:7])=[O:4])(=[O:25])=[O:24], predict the reactants needed to synthesize it. The reactants are: [OH:1][CH:2]([C:8]1[S:9][CH:10]=[CH:11][CH:12]=1)[C:3]([O:5][CH2:6][CH3:7])=[O:4].CCN(C(C)C)C(C)C.[CH3:22][S:23](Cl)(=[O:25])=[O:24]. (3) Given the product [Br:8][C:9]1[N:18]=[C:17]([C:19]([NH:21][CH2:22][C:23]2[CH:28]=[CH:27][C:26]([F:29])=[CH:25][CH:24]=2)=[O:20])[C:16]([O:30][S:37]([C:34]2[CH:35]=[CH:36][C:31]([CH3:41])=[CH:32][CH:33]=2)(=[O:39])=[O:38])=[C:15]2[C:10]=1[CH:11]=[CH:12][CH:13]=[N:14]2, predict the reactants needed to synthesize it. The reactants are: C(N(CC)CC)C.[Br:8][C:9]1[N:18]=[C:17]([C:19]([NH:21][CH2:22][C:23]2[CH:28]=[CH:27][C:26]([F:29])=[CH:25][CH:24]=2)=[O:20])[C:16]([OH:30])=[C:15]2[C:10]=1[CH:11]=[CH:12][CH:13]=[N:14]2.[C:31]1([CH3:41])[CH:36]=[CH:35][C:34]([S:37](Cl)(=[O:39])=[O:38])=[CH:33][CH:32]=1. (4) Given the product [F:17][CH:18]1[C:19]2([N:2]([CH3:1])[C:3]3[CH:7]=[C:6]([C:8]4[CH:9]=[N:10][NH:11][C:12]=4[CH3:13])[S:5][C:4]=3[C:14](=[O:15])[NH:16]2)[CH2:20][CH2:21][CH2:22][CH2:23]1, predict the reactants needed to synthesize it. The reactants are: [CH3:1][NH:2][C:3]1[CH:7]=[C:6]([C:8]2[CH:9]=[N:10][NH:11][C:12]=2[CH3:13])[S:5][C:4]=1[C:14]([NH2:16])=[O:15].[F:17][CH:18]1[CH2:23][CH2:22][CH2:21][CH2:20][C:19]1=O.CC1(C)C2(CS(O)(=O)=O)C(CC1CC2)=O.[O-]S([O-])(=O)=O.[Mg+2].C([O-])(O)=O.[Na+]. (5) The reactants are: [CH:1]1([NH:6][C@H:7]2[CH2:12][CH2:11][CH2:10][N:9]([C:13]([O:15][C:16]([CH3:19])([CH3:18])[CH3:17])=[O:14])[CH2:8]2)[CH2:5][CH2:4][CH2:3][CH2:2]1.[F:20][C:21]([F:31])([F:30])[C:22]1[CH:29]=[CH:28][CH:27]=[CH:26][C:23]=1[CH2:24]Br.C(=O)([O-])[O-].[K+].[K+]. Given the product [CH:1]1([N:6]([CH2:24][C:23]2[CH:26]=[CH:27][CH:28]=[CH:29][C:22]=2[C:21]([F:20])([F:30])[F:31])[C@H:7]2[CH2:12][CH2:11][CH2:10][N:9]([C:13]([O:15][C:16]([CH3:19])([CH3:18])[CH3:17])=[O:14])[CH2:8]2)[CH2:2][CH2:3][CH2:4][CH2:5]1, predict the reactants needed to synthesize it.